This data is from NCI-60 drug combinations with 297,098 pairs across 59 cell lines. The task is: Regression. Given two drug SMILES strings and cell line genomic features, predict the synergy score measuring deviation from expected non-interaction effect. Drug 1: C1CC(=O)NC(=O)C1N2CC3=C(C2=O)C=CC=C3N. Drug 2: CCC1(CC2CC(C3=C(CCN(C2)C1)C4=CC=CC=C4N3)(C5=C(C=C6C(=C5)C78CCN9C7C(C=CC9)(C(C(C8N6C=O)(C(=O)OC)O)OC(=O)C)CC)OC)C(=O)OC)O.OS(=O)(=O)O. Cell line: K-562. Synergy scores: CSS=63.1, Synergy_ZIP=0.282, Synergy_Bliss=1.29, Synergy_Loewe=-63.9, Synergy_HSA=1.93.